This data is from Catalyst prediction with 721,799 reactions and 888 catalyst types from USPTO. The task is: Predict which catalyst facilitates the given reaction. (1) Reactant: [CH2:1]([O:3][C:4](=[O:17])[CH2:5][S:6]([C:9]1[CH:14]=[CH:13][C:12]([O:15][CH3:16])=[CH:11][CH:10]=1)(=[O:8])=[O:7])[CH3:2].[CH:18](Br)=[CH:19][C:20](=[CH2:22])[CH3:21].C1OCCOCCOCCOCCOCCOC1.C([O-])([O-])=O.[K+].[K+]. Product: [CH2:1]([O:3][C:4](=[O:17])[CH:5]([S:6]([C:9]1[CH:14]=[CH:13][C:12]([O:15][CH3:16])=[CH:11][CH:10]=1)(=[O:7])=[O:8])[CH2:18][CH:19]=[C:20]([CH3:22])[CH3:21])[CH3:2]. The catalyst class is: 21. (2) Reactant: [Cl:1][C:2]1[CH:7]=[CH:6][C:5]([C:8]([CH3:31])([CH3:30])[C:9]([NH:11][CH2:12][C:13]([C:15]2[CH:29]=[CH:28][C:18]([C:19]([NH:21][C:22]3[CH:27]=[CH:26][N:25]=[CH:24][CH:23]=3)=[O:20])=[CH:17][CH:16]=2)=[O:14])=[O:10])=[CH:4][CH:3]=1.[CH:32](O)=O.[CH2:35](N(CC)CC)[CH3:36]. Product: [Cl:1][C:2]1[CH:3]=[CH:4][C:5]([C:8]([CH3:31])([CH3:30])[C:9]([NH:11][CH2:12][C@@H:13]([C:15]2[CH:29]=[CH:28][C:18]([C:19]([NH:21][C:22]3[CH:27]=[CH:26][N:25]=[CH:24][CH:23]=3)=[O:20])=[CH:17][CH:16]=2)[OH:14])=[O:10])=[CH:6][CH:7]=1.[CH3:35][CH2:36][N:21]([CH:19]([CH3:18])[CH3:32])[CH:22]([CH3:23])[CH3:27]. The catalyst class is: 18. (3) Reactant: Cl[Si](C)(C)C.[OH:6][C:7]1[CH:17]=[CH:16][CH:15]=[CH:14][C:8]=1[CH:9]=[CH:10][C:11]([OH:13])=[O:12].[CH3:18]COC(C)=O.CO.O. Product: [OH:6][C:7]1[CH:17]=[CH:16][CH:15]=[CH:14][C:8]=1[CH:9]=[CH:10][C:11]([O:13][CH3:18])=[O:12]. The catalyst class is: 5. (4) Reactant: N(C(OC(C)C)=O)=NC(OC(C)C)=O.C1(P(C2C=CC=CC=2)C2C=CC=CC=2)C=CC=CC=1.[CH2:34]([O:41][C:42]([NH:44][C@@H:45]([C@H:49](O)[CH3:50])C(O)=O)=[O:43])[C:35]1[CH:40]=[CH:39][CH:38]=[CH:37][CH:36]=1. Product: [CH:45](/[NH:44][C:42](=[O:43])[O:41][CH2:34][C:35]1[CH:36]=[CH:37][CH:38]=[CH:39][CH:40]=1)=[CH:49]\[CH3:50]. The catalyst class is: 1. (5) Reactant: Br[CH2:2]/[CH:3]=[CH:4]/[C:5]1[CH:14]=[CH:13][C:8]2[O:9][CH2:10][CH2:11][O:12][C:7]=2[CH:6]=1.BrC(C1C=CC2OCCOC=2C=1)C=C.[OH-].[K+].[CH2:31]([OH:35])[CH2:32][CH2:33][OH:34]. Product: [OH:34][CH2:33][CH2:32][CH2:31][O:35][CH2:2]/[CH:3]=[CH:4]/[C:5]1[CH:14]=[CH:13][C:8]2[O:9][CH2:10][CH2:11][O:12][C:7]=2[CH:6]=1. The catalyst class is: 16. (6) Reactant: Cl.[Cl:2][C:3]1[CH:4]=[N:5][N:6]([C:8]2[C:22]([F:23])=[CH:21][C:11]([O:12][CH2:13][C@@H:14]3[C@@H:19]([NH2:20])[CH2:18][CH2:17][O:16][CH2:15]3)=[C:10]([F:24])[CH:9]=2)[CH:7]=1.[CH3:25][S:26](Cl)(=[O:28])=[O:27].[CH3:30]O. Product: [Cl:2][C:3]1[CH:4]=[N:5][N:6]([C:8]2[C:22]([F:23])=[CH:21][C:11]([O:12][CH2:13][C@@H:14]3[C@@H:19]([NH:20][S:26]([CH2:25][CH3:30])(=[O:28])=[O:27])[CH2:18][CH2:17][O:16][CH2:15]3)=[C:10]([F:24])[CH:9]=2)[CH:7]=1. The catalyst class is: 1. (7) Reactant: [NH2:1][C:2]1[CH:7]=[CH:6][C:5]([Cl:8])=[CH:4][C:3]=1[NH:9][C:10](=O)[C:11]1[CH:16]=[C:15]([Br:17])[CH:14]=[CH:13][C:12]=1[F:18]. Product: [Br:17][C:15]1[CH:14]=[CH:13][C:12]([F:18])=[C:11]([C:10]2[NH:1][C:2]3[CH:7]=[CH:6][C:5]([Cl:8])=[CH:4][C:3]=3[N:9]=2)[CH:16]=1. The catalyst class is: 15.